This data is from Catalyst prediction with 721,799 reactions and 888 catalyst types from USPTO. The task is: Predict which catalyst facilitates the given reaction. (1) Reactant: [Br:1][C:2]1[CH:3]=[C:4]([NH2:18])[C:5]([NH2:17])=[CH:6][C:7]=1[O:8][C:9]1[CH:14]=[CH:13][C:12]([F:15])=[CH:11][C:10]=1[F:16].C1N=CN([C:24](N2C=NC=C2)=[O:25])C=1. Product: [Br:1][C:2]1[C:7]([O:8][C:9]2[CH:14]=[CH:13][C:12]([F:15])=[CH:11][C:10]=2[F:16])=[CH:6][C:5]2[NH:17][C:24](=[O:25])[NH:18][C:4]=2[CH:3]=1. The catalyst class is: 13. (2) Product: [CH3:50][C:38]1[CH:43]=[CH:42][C:41]([S:44]([NH:47][C:48]([N:17]2[CH2:16][CH2:15][C:14]3[CH:20]=[CH:21][C:11]([NH:10][S:7]([C:4]4[CH:5]=[CH:6][C:1]([C:22]5[CH:23]=[CH:24][CH:25]=[CH:26][CH:27]=5)=[CH:2][CH:3]=4)(=[O:9])=[O:8])=[CH:12][C:13]=3[CH2:19][CH2:18]2)=[O:49])(=[O:46])=[O:45])=[CH:40][CH:39]=1. Reactant: [C:1]1([C:22]2[CH:27]=[CH:26][CH:25]=[CH:24][CH:23]=2)[CH:6]=[CH:5][C:4]([S:7]([NH:10][C:11]2[CH:21]=[CH:20][C:14]3[CH2:15][CH2:16][NH:17][CH2:18][CH2:19][C:13]=3[CH:12]=2)(=[O:9])=[O:8])=[CH:3][CH:2]=1.C(N(CC)CC)C.ClCCl.[C:38]1([CH3:50])[CH:43]=[CH:42][C:41]([S:44]([N:47]=[C:48]=[O:49])(=[O:46])=[O:45])=[CH:40][CH:39]=1. The catalyst class is: 7.